Dataset: Peptide-MHC class II binding affinity with 134,281 pairs from IEDB. Task: Regression. Given a peptide amino acid sequence and an MHC pseudo amino acid sequence, predict their binding affinity value. This is MHC class II binding data. (1) The peptide sequence is PDKPSLDISLETVAID. The MHC is DRB3_0101 with pseudo-sequence DRB3_0101. The binding affinity (normalized) is 0.456. (2) The peptide sequence is MVDEEPVALLPLSLL. The MHC is DRB1_0101 with pseudo-sequence DRB1_0101. The binding affinity (normalized) is 0.600. (3) The peptide sequence is KGVYINTALLNASCA. The MHC is DRB1_0901 with pseudo-sequence DRB1_0901. The binding affinity (normalized) is 0.369. (4) The peptide sequence is VPRDEVVAATPTSL. The MHC is DRB1_0401 with pseudo-sequence DRB1_0401. The binding affinity (normalized) is 0.385. (5) The peptide sequence is KDGRRIVVPCREQDE. The MHC is DRB1_0301 with pseudo-sequence DRB1_0301. The binding affinity (normalized) is 0.183. (6) The peptide sequence is SRWSSPDNVKPIYIV. The MHC is DRB1_1201 with pseudo-sequence DRB1_1201. The binding affinity (normalized) is 0.278. (7) The peptide sequence is MILVGVIMMFLSLGV. The MHC is DRB5_0101 with pseudo-sequence DRB5_0101. The binding affinity (normalized) is 0.0154. (8) The peptide sequence is ILNTWLVKPGAGIMI. The MHC is HLA-DPA10103-DPB10301 with pseudo-sequence HLA-DPA10103-DPB10301. The binding affinity (normalized) is 0.0272. (9) The peptide sequence is MADDMERIFKRFDTN. The MHC is HLA-DQA10102-DQB10602 with pseudo-sequence HLA-DQA10102-DQB10602. The binding affinity (normalized) is 0. (10) The peptide sequence is SSKAATAKAPGLVPK. The MHC is HLA-DPA10103-DPB10401 with pseudo-sequence HLA-DPA10103-DPB10401. The binding affinity (normalized) is 0.198.